This data is from Full USPTO retrosynthesis dataset with 1.9M reactions from patents (1976-2016). The task is: Predict the reactants needed to synthesize the given product. (1) Given the product [Cl:20][C:19]1[C:14]2[C:12](=[O:13])[N:11]([C:22]3[CH:27]=[CH:26][C:25]([N:28]4[CH2:32][CH2:31][N:30]([CH2:33][C:34]([O:36][CH2:37][CH3:38])=[O:35])[C:29]4=[O:39])=[C:24]([O:40][C:41]([F:43])([F:44])[F:42])[CH:23]=3)[CH2:10][CH2:9][O:8][C:15]=2[N:16]=[CH:17][N:18]=1, predict the reactants needed to synthesize it. The reactants are: [Si]([O:8][CH2:9][CH2:10][N:11]([C:22]1[CH:27]=[CH:26][C:25]([N:28]2[CH2:32][CH2:31][N:30]([CH2:33][C:34]([O:36][CH2:37][CH3:38])=[O:35])[C:29]2=[O:39])=[C:24]([O:40][C:41]([F:44])([F:43])[F:42])[CH:23]=1)[C:12]([C:14]1[C:15](Cl)=[N:16][CH:17]=[N:18][C:19]=1[Cl:20])=[O:13])(C(C)(C)C)(C)C.NC1C2C(=O)N(C3C=CC(C4C=NN(CCC(OCC)=O)C=4)=C(F)C=3)CCOC=2N=CN=1.CC([O-])=O.[Na+]. (2) Given the product [Br:1][C:2]1[CH:11]=[CH:10][C:5]([C:6]([O:8][CH3:9])=[O:7])=[CH:4][C:3]=1[CH2:12][S:39][CH3:38], predict the reactants needed to synthesize it. The reactants are: [Br:1][C:2]1[CH:11]=[CH:10][C:5]([C:6]([O:8][CH3:9])=[O:7])=[CH:4][C:3]=1[CH2:12]Br.COCC1C=C(C(O)=O)C=CC=1C1C=CC=CC=1C.C1COCC1.[CH3:38][S-:39].[Na+]. (3) Given the product [CH3:1][O:2][C:3]1[CH:4]=[C:5]([CH:19]([NH2:21])[CH3:20])[CH:6]=[CH:7][C:8]=1[O:9][CH2:10][C:11]1[CH:12]=[N:13][C:14]([O:17][CH3:18])=[CH:15][CH:16]=1, predict the reactants needed to synthesize it. The reactants are: [CH3:1][O:2][C:3]1[CH:4]=[C:5]([C:19](=[N:21]O)[CH3:20])[CH:6]=[CH:7][C:8]=1[O:9][CH2:10][C:11]1[CH:12]=[N:13][C:14]([O:17][CH3:18])=[CH:15][CH:16]=1.